This data is from Forward reaction prediction with 1.9M reactions from USPTO patents (1976-2016). The task is: Predict the product of the given reaction. (1) Given the reactants [C:1]1([C:7]2[CH:8]=[C:9]([CH2:16][O:17][C:18]3[CH:27]=[CH:26][C:21]4[NH:22][CH2:23][CH2:24][O:25][C:20]=4[CH:19]=3)[S:10][C:11]=2[C:12]([F:15])([F:14])[F:13])[CH:6]=[CH:5][CH:4]=[CH:3][CH:2]=1.[ClH:28].O1CCOCC1, predict the reaction product. The product is: [ClH:28].[C:1]1([C:7]2[CH:8]=[C:9]([CH2:16][O:17][C:18]3[CH:27]=[CH:26][C:21]4[NH:22][CH2:23][CH2:24][O:25][C:20]=4[CH:19]=3)[S:10][C:11]=2[C:12]([F:15])([F:13])[F:14])[CH:2]=[CH:3][CH:4]=[CH:5][CH:6]=1. (2) The product is: [CH3:16][NH:17][CH2:9][CH2:8][CH2:7][S:6][CH2:5][CH2:4][CH2:3][C:2]([F:15])([F:1])[C:11]([F:14])([F:13])[F:12]. Given the reactants [F:1][C:2]([F:15])([C:11]([F:14])([F:13])[F:12])[CH2:3][CH2:4][CH2:5][S:6][CH2:7][CH2:8][CH2:9]I.[CH3:16][NH2:17], predict the reaction product. (3) Given the reactants [NH2:1][C:2]1[C:3]([F:29])=[CH:4][C:5]([Cl:28])=[C:6]([C:8]2[C:9](=[O:27])[N:10]([CH2:25][CH3:26])[C:11]3[C:16]([CH:17]=2)=[CH:15][N:14]=[C:13]([NH:18][CH:19]2[CH2:23][CH2:22][N:21]([CH3:24])[CH2:20]2)[CH:12]=3)[CH:7]=1.N1C=CC=CC=1.[C:36]1([N:42]=[C:43]=[O:44])[CH:41]=[CH:40][CH:39]=[CH:38][CH:37]=1, predict the reaction product. The product is: [Cl:28][C:5]1[C:6]([C:8]2[C:9](=[O:27])[N:10]([CH2:25][CH3:26])[C:11]3[C:16]([CH:17]=2)=[CH:15][N:14]=[C:13]([NH:18][CH:19]2[CH2:23][CH2:22][N:21]([CH3:24])[CH2:20]2)[CH:12]=3)=[CH:7][C:2]([NH:1][C:43]([NH:42][C:36]2[CH:41]=[CH:40][CH:39]=[CH:38][CH:37]=2)=[O:44])=[C:3]([F:29])[CH:4]=1. (4) The product is: [NH:3]1[C:7]2[CH:8]=[CH:9][CH:10]=[CH:11][C:6]=2[N:5]=[C:4]1[CH:12]([NH2:23])[CH:13]([C:15]1[CH:16]=[CH:17][C:18]([O:21][CH3:22])=[CH:19][CH:20]=1)[CH3:14]. Given the reactants N#N.[NH:3]1[C:7]2[CH:8]=[CH:9][CH:10]=[CH:11][C:6]=2[N:5]=[C:4]1[CH:12]([NH:23]C(=O)OC(C)(C)C)[CH:13]([C:15]1[CH:20]=[CH:19][C:18]([O:21][CH3:22])=[CH:17][CH:16]=1)[CH3:14].Cl, predict the reaction product. (5) Given the reactants Cl.[CH3:2][C:3]1[N:7]=[C:6]([C:8]2[S:12][C:11]([N:13]3[CH2:18][CH2:17][N:16](C(OC(C)(C)C)=O)[CH2:15][CH2:14]3)=[N:10][CH:9]=2)[O:5][N:4]=1, predict the reaction product. The product is: [CH3:2][C:3]1[N:7]=[C:6]([C:8]2[S:12][C:11]([N:13]3[CH2:18][CH2:17][NH:16][CH2:15][CH2:14]3)=[N:10][CH:9]=2)[O:5][N:4]=1.